Task: Predict the reactants needed to synthesize the given product.. Dataset: Full USPTO retrosynthesis dataset with 1.9M reactions from patents (1976-2016) (1) Given the product [F:21][C:13]1[CH:14]=[C:15]([N+:18]([O-:20])=[O:19])[CH:16]=[CH:17][C:12]=1[O:11][C:8]1[CH:7]=[CH:6][N:5]=[C:4]2[CH:3]=[C:2]([C:30]3[CH:35]=[CH:34][C:33]([S:36]([CH3:39])(=[O:38])=[O:37])=[CH:32][CH:31]=3)[S:10][C:9]=12, predict the reactants needed to synthesize it. The reactants are: Br[C:2]1[S:10][C:9]2[C:4](=[N:5][CH:6]=[CH:7][C:8]=2[O:11][C:12]2[CH:17]=[CH:16][C:15]([N+:18]([O-:20])=[O:19])=[CH:14][C:13]=2[F:21])[CH:3]=1.CC1(C)C(C)(C)OB([C:30]2[CH:35]=[CH:34][C:33]([S:36]([CH3:39])(=[O:38])=[O:37])=[CH:32][CH:31]=2)O1.[F-].[Cs+].C([O-])(O)=O.[Na+]. (2) Given the product [C:18]1([C:17]([C:13]2[CH:12]=[C:11]3[C:16](=[CH:15][CH:14]=2)[NH:8][C:9]([C:25]2[C:26]4[S:39][CH:38]=[CH:37][C:27]=4[NH:28][N:29]=2)=[CH:10]3)([OH:24])[CH3:40])[CH:23]=[CH:22][CH:21]=[CH:20][CH:19]=1, predict the reactants needed to synthesize it. The reactants are: C(OC([N:8]1[C:16]2[C:11](=[CH:12][C:13]([C:17](=[O:24])[C:18]3[CH:23]=[CH:22][CH:21]=[CH:20][CH:19]=3)=[CH:14][CH:15]=2)[CH:10]=[C:9]1[C:25]1[C:26]2[S:39][CH:38]=[CH:37][C:27]=2[N:28](C(OC(C)(C)C)=O)[N:29]=1)=O)(C)(C)C.[CH3:40][Mg]Br.O. (3) Given the product [Br:1][C:2]1[CH:22]=[CH:21][C:5]([O:6][CH2:7][C:8]2[N:9]([CH2:24][CH3:25])[CH:10]=[C:11]([C:13]3[CH:18]=[CH:17][C:16]([Cl:19])=[CH:15][C:14]=3[Cl:20])[N:12]=2)=[CH:4][CH:3]=1, predict the reactants needed to synthesize it. The reactants are: [Br:1][C:2]1[CH:22]=[CH:21][C:5]([O:6][CH2:7][C:8]2[NH:9][CH:10]=[C:11]([C:13]3[CH:18]=[CH:17][C:16]([Cl:19])=[CH:15][C:14]=3[Cl:20])[N:12]=2)=[CH:4][CH:3]=1.Br[CH2:24][CH3:25]. (4) Given the product [F:36][C:37]1[CH:38]=[CH:39][C:40]([C:43](=[O:50])[CH:44]([CH2:11][C:7]2[CH:8]=[CH:9][CH:10]=[C:5]([O:4][CH2:3][C:2]([F:15])([F:1])[CH:12]([F:13])[F:14])[CH:6]=2)[C:45]([O:47][CH2:48][CH3:49])=[O:46])=[CH:41][CH:42]=1, predict the reactants needed to synthesize it. The reactants are: [F:1][C:2]([F:15])([CH:12]([F:14])[F:13])[CH2:3][O:4][C:5]1[CH:6]=[C:7]([CH3:11])[CH:8]=[CH:9][CH:10]=1.BrN1C(=O)CCC1=O.N(C(C)(C)C#N)=NC(C)(C)C#N.[F:36][C:37]1[CH:42]=[CH:41][C:40]([C:43](=[O:50])[CH2:44][C:45]([O:47][CH2:48][CH3:49])=[O:46])=[CH:39][CH:38]=1.[H-].[Na+].C(Br)(Br)Br. (5) Given the product [CH3:1][O:2][C:3](=[O:20])[C@H:4]([CH2:9][C:10]1([CH2:13][C:14]2[CH:19]=[CH:18][CH:17]=[CH:16][CH:15]=2)[CH2:11][CH2:12]1)[CH2:5][C:6]([OH:8])=[O:7], predict the reactants needed to synthesize it. The reactants are: [CH3:1][O:2][C:3](=[O:20])/[C:4](=[CH:9]\[C:10]1([CH2:13][C:14]2[CH:19]=[CH:18][CH:17]=[CH:16][CH:15]=2)[CH2:12][CH2:11]1)/[CH2:5][C:6]([OH:8])=[O:7].C[O-].[Na+].N#N.